Dataset: Forward reaction prediction with 1.9M reactions from USPTO patents (1976-2016). Task: Predict the product of the given reaction. (1) Given the reactants [CH2:1]([C@H:4]([CH2:8][CH2:9][CH2:10][CH2:11][CH2:12][CH3:13])[C:5]([OH:7])=[O:6])[CH2:2][CH3:3].C(N(CC)CC)C.Br[CH2:22][C:23]([C:25]1[CH:30]=[CH:29][CH:28]=[CH:27][CH:26]=1)=[O:24].CC#N.O, predict the reaction product. The product is: [CH2:1]([C@H:4]([CH2:8][CH2:9][CH2:10][CH2:11][CH2:12][CH3:13])[C:5]([O:7][CH2:22][C:23](=[O:24])[C:25]1[CH:30]=[CH:29][CH:28]=[CH:27][CH:26]=1)=[O:6])[CH2:2][CH3:3]. (2) Given the reactants [F:1][C:2]1[C:7]([O:8][CH3:9])=[CH:6][C:5]([O:10][CH3:11])=[C:4]([F:12])[C:3]=1[N:13]1[CH2:22][C:21]2[CH:20]=[N:19][C:18]3[N:23]([S:29]([C:32]4[CH:37]=[CH:36][CH:35]=[CH:34][CH:33]=4)(=[O:31])=[O:30])[C:24]([CH2:26][CH:27]=O)=[CH:25][C:17]=3[C:16]=2[C:15]([CH3:39])([CH3:38])[C:14]1=[O:40].[NH:41]1[CH2:46][CH2:45][O:44][CH2:43][CH2:42]1.C(O)(=O)C.C(O[BH-](OC(=O)C)OC(=O)C)(=O)C.[Na+], predict the reaction product. The product is: [F:12][C:4]1[C:5]([O:10][CH3:11])=[CH:6][C:7]([O:8][CH3:9])=[C:2]([F:1])[C:3]=1[N:13]1[CH2:22][C:21]2[CH:20]=[N:19][C:18]3[N:23]([S:29]([C:32]4[CH:37]=[CH:36][CH:35]=[CH:34][CH:33]=4)(=[O:31])=[O:30])[C:24]([CH2:26][CH2:27][N:41]4[CH2:46][CH2:45][O:44][CH2:43][CH2:42]4)=[CH:25][C:17]=3[C:16]=2[C:15]([CH3:39])([CH3:38])[C:14]1=[O:40]. (3) Given the reactants [H-].[Na+].[C:3]1([C:9]2[S:10][CH:11]=[C:12]([CH2:14][C:15]([O:17][CH2:18][CH3:19])=[O:16])[N:13]=2)[CH:8]=[CH:7][CH:6]=[CH:5][CH:4]=1.[C:20](OCC)(=[O:22])[CH3:21], predict the reaction product. The product is: [C:3]1([C:9]2[S:10][CH:11]=[C:12]([CH:14]([C:20]([CH3:21])=[O:22])[C:15]([O:17][CH2:18][CH3:19])=[O:16])[N:13]=2)[CH:4]=[CH:5][CH:6]=[CH:7][CH:8]=1. (4) Given the reactants [F:1][C:2]1[CH:9]=[C:8]([CH2:10][CH2:11][OH:12])[CH:7]=[C:6]([F:13])[C:3]=1[C:4]#[N:5].CC(OI1(OC(C)=O)(OC(C)=O)OC(=O)C2C=CC=CC1=2)=O, predict the reaction product. The product is: [F:1][C:2]1[CH:9]=[C:8]([CH2:10][CH:11]=[O:12])[CH:7]=[C:6]([F:13])[C:3]=1[C:4]#[N:5]. (5) Given the reactants [Cl:1][C:2]1[CH:3]=[C:4]([NH:10][C:11]2[C:20]3[C:15](=[CH:16][CH:17]=[C:18]([N+:21]([O-])=O)[CH:19]=3)[N:14]=[CH:13][N:12]=2)[C:5]([F:9])=[CH:6][C:7]=1[Cl:8].C(O)C.C(O)(C)C.O.NN, predict the reaction product. The product is: [Cl:1][C:2]1[CH:3]=[C:4]([NH:10][C:11]2[C:20]3[C:15](=[CH:16][CH:17]=[C:18]([NH2:21])[CH:19]=3)[N:14]=[CH:13][N:12]=2)[C:5]([F:9])=[CH:6][C:7]=1[Cl:8]. (6) Given the reactants [Cl:1][C:2]1[CH:9]=[CH:8][C:5]([CH:6]=[O:7])=[CH:4][C:3]=1[OH:10].C([O-])([O-])=O.[K+].[K+].[CH2:17](Br)[C:18]1[CH:23]=[CH:22][CH:21]=[CH:20][CH:19]=1.C1(O)C=CC=CC=1, predict the reaction product. The product is: [CH2:17]([O:10][C:3]1[CH:4]=[C:5]([CH:8]=[CH:9][C:2]=1[Cl:1])[CH:6]=[O:7])[C:18]1[CH:23]=[CH:22][CH:21]=[CH:20][CH:19]=1.